Dataset: CYP3A4 inhibition data for predicting drug metabolism from PubChem BioAssay. Task: Regression/Classification. Given a drug SMILES string, predict its absorption, distribution, metabolism, or excretion properties. Task type varies by dataset: regression for continuous measurements (e.g., permeability, clearance, half-life) or binary classification for categorical outcomes (e.g., BBB penetration, CYP inhibition). Dataset: cyp3a4_veith. The molecule is CN1CCCN=C1/C=C\c1cccc(O)c1.O=C(O)c1cc2ccccc2c(Cc2cc3ccccc3c(C(=O)O)c2O)c1O. The result is 0 (non-inhibitor).